The task is: Predict the product of the given reaction.. This data is from Forward reaction prediction with 1.9M reactions from USPTO patents (1976-2016). (1) Given the reactants [NH2:1][C:2]1[CH:9]=[CH:8][C:5]([CH2:6][NH2:7])=[CH:4][CH:3]=1.C([O:14][C:15]([C:17]1[CH:22]=[CH:21][CH:20]=[CH:19][C:18]=1[C:23]1[CH:28]=[CH:27][C:26]([CH2:29][N:30]2[C:38]3[C:33](=[CH:34][C:35]([C:39](O)=[O:40])=[CH:36][CH:37]=3)[C:32]([CH3:42])=[C:31]2[CH3:43])=[CH:25][CH:24]=1)=[O:16])(C)(C)C, predict the reaction product. The product is: [NH2:1][C:2]1[CH:9]=[CH:8][C:5]([CH2:6][NH:7][C:39]([C:35]2[CH:34]=[C:33]3[C:38](=[CH:37][CH:36]=2)[N:30]([CH2:29][C:26]2[CH:25]=[CH:24][C:23]([C:18]4[C:17]([C:15]([OH:16])=[O:14])=[CH:22][CH:21]=[CH:20][CH:19]=4)=[CH:28][CH:27]=2)[C:31]([CH3:43])=[C:32]3[CH3:42])=[O:40])=[CH:4][CH:3]=1. (2) Given the reactants [F:1][C:2]1[CH:7]=[CH:6][C:5]([C:8]2[C:12]([C:13]3[CH:18]=[CH:17][N:16]=[CH:15][N:14]=3)=[C:11]([CH:19]3[CH2:24][CH2:23][CH:22]([NH:25][CH:26]([CH3:28])[CH3:27])[CH2:21][CH2:20]3)[NH:10][N:9]=2)=[CH:4][C:3]=1[C:29]([F:32])([F:31])[F:30].[CH3:33][C:34]1[CH:35]=[CH:36][C:37]([S:40]([OH:43])(=[O:42])=[O:41])=[CH:38][CH:39]=1.O, predict the reaction product. The product is: [CH3:33][C:34]1[CH:35]=[CH:36][C:37]([S:40]([OH:43])(=[O:42])=[O:41])=[CH:38][CH:39]=1.[F:1][C:2]1[CH:7]=[CH:6][C:5]([C:8]2[C:12]([C:13]3[CH:18]=[CH:17][N:16]=[CH:15][N:14]=3)=[C:11]([CH:19]3[CH2:20][CH2:21][CH:22]([NH:25][CH:26]([CH3:28])[CH3:27])[CH2:23][CH2:24]3)[NH:10][N:9]=2)=[CH:4][C:3]=1[C:29]([F:32])([F:30])[F:31].